This data is from Experimentally validated miRNA-target interactions with 360,000+ pairs, plus equal number of negative samples. The task is: Binary Classification. Given a miRNA mature sequence and a target amino acid sequence, predict their likelihood of interaction. (1) The miRNA is hsa-miR-7160-5p with sequence UGCUGAGGUCCGGGCUGUGCC. The protein sequence of the target gene is MVSRDQAHLGPKYVGLWDFKSRTDEELSFRAGDVFHVARKEEQWWWATLLDEAGGAVAQGYVPHNYLAERETVESEPWFFGCISRSEAVRRLQAEGNATGAFLIRVSEKPSADYVLSVRDTQAVRHYKIWRRAGGRLHLNEAVSFLSLPELVNYHRAQSLSHGLRLAAPCRKHEPEPLPHWDDWERPREEFTLCRKLGSGYFGEVFEGLWKDRVQVAIKVISRDNLLHQQMLQSEIQAMKKLRHKHILALYAVVSVGDPVYIITELMAKGSLLELLRDSDEKVLPVSELLDIAWQVAEGM.... Result: 1 (interaction). (2) The miRNA is hsa-miR-3686 with sequence AUCUGUAAGAGAAAGUAAAUGA. The protein sequence of the target gene is MQIITTALVCLLLAGMWPEDVDSKSMQVPFSRCCFSFAEQEIPLRAILCYRNTSSICSNEGLIFKLKRGKEACALDTVGWVQRHRKMLRHCPSKRK. Result: 0 (no interaction). (3) The miRNA is hsa-miR-4282 with sequence UAAAAUUUGCAUCCAGGA. The protein sequence of the target gene is MALERLCSVLKVLLITVLVVEGIAVAQKTQDGQNIGIKHIPATQCGIWVRTSNGGHFASPNYPDSYPPNKECIYILEAAPRQRIELTFDEHYYIEPSFECRFDHLEVRDGPFGFSPLIDRYCGVKSPPLIRSTGRFMWIKFSSDEELEGLGFRAKYSFIPDPDFTYLGGILNPIPDCQFELSGADGIVRSSQVEQEEKTKPGQAVDCIWTIKATPKAKIYLRFLDYQMEHSNECKRNFVAVYDGSSSIENLKAKFCSTVANDVMLKTGIGVIRMWADEGSRLSRFRMLFTSFVEPPCTSS.... Result: 0 (no interaction). (4) The miRNA is hsa-miR-5579-5p with sequence UAUGGUACUCCUUAAGCUAAC. Result: 0 (no interaction). The protein sequence of the target gene is MDSRVSELFGGCCRPGGGPAMGGNLKARGAGGSSSCGGPKGKKKNGRNRGGKANNPPYLPPEAEDGNIEYKLKLVNPSQYRFEHLVTQMKWRLQEGRGEAVYQIGVEDNGLLVGLAEEEMRASLKTLHRMAEKVGADITVLREREVDYDSDVPRKITEVLVRKVPDNQQFLDLRVAVLGNVDSGKSTLLGVLTQGELDNGRGRARLNLFRHLHEIQSGRTSSISFEILGFNSKGEVVNYSDSRTAEEICESSSKMITFIDLAGHHKYLHTTIFGLTSYCPDCALLLVSANTGIAGTTREH.... (5) The miRNA is mmu-miR-181a-5p with sequence AACAUUCAACGCUGUCGGUGAGU. Result: 1 (interaction). The protein sequence of the target gene is MAAGCCGVKKQKLSSSPPSGSGGGGGASSSSHCSGESQCRAGELGLGGAGTRLNGLGGLSGGGGSGGGGGCPLSPPQGCGGGGGGGGGGGSGSGGGGISLSPPLSCGVGTLLSTPAAATASSPSSSSSSPGSRKMVVSAEMCCFCFDVLYCHLYGYQQPRTPRFTNEPYPLFVTWKIGRDKRLRGCIGTFSAMNLHSGLREYTLTSALKDSRFPPMTRDELPRLFCSVSLLTNFEDVCDYLDWEVGVHGIRIEFINEKGSKRTATYLPEVAKEQGWDHIQTIDSLLRKGGYKAPITNEFR.... (6) The miRNA is hsa-miR-195-5p with sequence UAGCAGCACAGAAAUAUUGGC. The protein sequence of the target gene is MAAGTAVGAWVLVLSLWGAVVGAQNITARIGEPLVLKCKGAPKKPPQRLEWKLNTGRTEAWKVLSPQGGGPWDSVARVLPNGSLFLPAVGIQDEGIFRCQAMNRNGKETKSNYRVRVYQIPGKPEIVDSASELTAGVPNKVGTCVSEGSYPAGTLSWHLDGKPLVPNEKGVSVKEQTRRHPETGLFTLQSELMVTPARGGDPRPTFSCSFSPGLPRHRALRTAPIQPRVWEPVPLEEVQLVVEPEGGAVAPGGTVTLTCEVPAQPSPQIHWMKDGVPLPLPPSPVLILPEIGPQDQGTYS.... Result: 1 (interaction). (7) The miRNA is hsa-miR-29b-2-5p with sequence CUGGUUUCACAUGGUGGCUUAG. The protein sequence of the target gene is MRGCLRLALLCALPWLLLAASPGHPAKSPRQPPAPRRDPFDAARGADFDHVYSGVVNLSTENIYSFNYTSQPDQVTAVRVYVNSSSENLNYPVLVVVRQQKEVLSWQVPLLFQGLYQRSYNYQEVSRTLCPSEATNETGPLQQLIFVDVASMAPLGAQYKLLVTKLKHFQLRTNVAFHFTASPSQPQYFLYKFPKDVDSVIIKVVSEMAYPCSVVSVQNIMCPVYDLDHNVEFNGVYQSMTKKAAITLQKKDFPGEQFFVVFVIKPEDYACGGSFFIQEKENQTWNLQRKKNLEVTIVPS.... Result: 0 (no interaction).